Task: Regression. Given two drug SMILES strings and cell line genomic features, predict the synergy score measuring deviation from expected non-interaction effect.. Dataset: NCI-60 drug combinations with 297,098 pairs across 59 cell lines (1) Drug 1: CCC1(C2=C(COC1=O)C(=O)N3CC4=CC5=C(C=CC(=C5CN(C)C)O)N=C4C3=C2)O.Cl. Drug 2: N.N.Cl[Pt+2]Cl. Cell line: SK-MEL-28. Synergy scores: CSS=26.3, Synergy_ZIP=-9.67, Synergy_Bliss=-7.45, Synergy_Loewe=-10.3, Synergy_HSA=-3.44. (2) Synergy scores: CSS=52.7, Synergy_ZIP=-2.01, Synergy_Bliss=2.33, Synergy_Loewe=-3.73, Synergy_HSA=1.30. Drug 1: CCC1=C2CN3C(=CC4=C(C3=O)COC(=O)C4(CC)O)C2=NC5=C1C=C(C=C5)O. Cell line: BT-549. Drug 2: CC1C(C(CC(O1)OC2CC(OC(C2O)C)OC3=CC4=CC5=C(C(=O)C(C(C5)C(C(=O)C(C(C)O)O)OC)OC6CC(C(C(O6)C)O)OC7CC(C(C(O7)C)O)OC8CC(C(C(O8)C)O)(C)O)C(=C4C(=C3C)O)O)O)O.